From a dataset of NCI-60 drug combinations with 297,098 pairs across 59 cell lines. Regression. Given two drug SMILES strings and cell line genomic features, predict the synergy score measuring deviation from expected non-interaction effect. (1) Drug 1: COC1=NC(=NC2=C1N=CN2C3C(C(C(O3)CO)O)O)N. Drug 2: CC1=C2C(C(=O)C3(C(CC4C(C3C(C(C2(C)C)(CC1OC(=O)C(C(C5=CC=CC=C5)NC(=O)C6=CC=CC=C6)O)O)OC(=O)C7=CC=CC=C7)(CO4)OC(=O)C)O)C)OC(=O)C. Cell line: OVCAR-4. Synergy scores: CSS=4.61, Synergy_ZIP=2.66, Synergy_Bliss=1.13, Synergy_Loewe=-42.0, Synergy_HSA=-3.78. (2) Drug 1: CC1OCC2C(O1)C(C(C(O2)OC3C4COC(=O)C4C(C5=CC6=C(C=C35)OCO6)C7=CC(=C(C(=C7)OC)O)OC)O)O. Drug 2: COC1=C2C(=CC3=C1OC=C3)C=CC(=O)O2. Cell line: K-562. Synergy scores: CSS=40.0, Synergy_ZIP=1.79, Synergy_Bliss=2.42, Synergy_Loewe=-12.4, Synergy_HSA=2.19. (3) Drug 1: C1=C(C(=O)NC(=O)N1)N(CCCl)CCCl. Drug 2: CC12CCC3C(C1CCC2O)C(CC4=C3C=CC(=C4)O)CCCCCCCCCS(=O)CCCC(C(F)(F)F)(F)F. Cell line: SR. Synergy scores: CSS=45.8, Synergy_ZIP=4.88, Synergy_Bliss=3.53, Synergy_Loewe=-0.198, Synergy_HSA=2.97. (4) Drug 1: CCCCC(=O)OCC(=O)C1(CC(C2=C(C1)C(=C3C(=C2O)C(=O)C4=C(C3=O)C=CC=C4OC)O)OC5CC(C(C(O5)C)O)NC(=O)C(F)(F)F)O. Drug 2: C1CN(P(=O)(OC1)NCCCl)CCCl. Cell line: HCT-15. Synergy scores: CSS=60.0, Synergy_ZIP=-4.12, Synergy_Bliss=-9.65, Synergy_Loewe=-38.6, Synergy_HSA=-6.51. (5) Drug 1: CN(C)N=NC1=C(NC=N1)C(=O)N. Drug 2: COCCOC1=C(C=C2C(=C1)C(=NC=N2)NC3=CC=CC(=C3)C#C)OCCOC.Cl. Cell line: SNB-75. Synergy scores: CSS=10.9, Synergy_ZIP=-1.31, Synergy_Bliss=3.23, Synergy_Loewe=-4.25, Synergy_HSA=1.55.